This data is from Catalyst prediction with 721,799 reactions and 888 catalyst types from USPTO. The task is: Predict which catalyst facilitates the given reaction. (1) Reactant: [C:1]([O:4][CH2:5][C:6]1[C:11]([N:12]2[C:24](=[O:25])[C:23]3[S:22][C:21]4[CH2:20][CH2:19][CH2:18][CH2:17][C:16]=4[C:15]=3[CH2:14][CH2:13]2)=[CH:10][C:9]([F:26])=[CH:8][C:7]=1[C:27]1[CH:32]=[C:31]([N:33]([C:41]2[CH:45]=[C:44]([CH:46]3[CH2:49][NH:48][CH2:47]3)[NH:43][N:42]=2)C(OC(C)(C)C)=O)[C:30](=[O:50])[N:29]([CH3:51])[CH:28]=1)(=[O:3])[CH3:2].Cl.O1CCOCC1. Product: [C:1]([O:4][CH2:5][C:6]1[C:11]([N:12]2[C:24](=[O:25])[C:23]3[S:22][C:21]4[CH2:20][CH2:19][CH2:18][CH2:17][C:16]=4[C:15]=3[CH2:14][CH2:13]2)=[CH:10][C:9]([F:26])=[CH:8][C:7]=1[C:27]1[CH:32]=[C:31]([NH:33][C:41]2[CH:45]=[C:44]([CH:46]3[CH2:47][NH:48][CH2:49]3)[NH:43][N:42]=2)[C:30](=[O:50])[N:29]([CH3:51])[CH:28]=1)(=[O:3])[CH3:2]. The catalyst class is: 12. (2) Reactant: [CH3:1][O:2][C:3](=[O:14])[C:4](=O)[CH2:5][C:6](=[O:12])[C:7]1[CH:11]=[CH:10][S:9][CH:8]=1.Cl.[NH2:16]O. Product: [CH3:1][O:2][C:3]([C:4]1[CH:5]=[C:6]([C:7]2[CH:11]=[CH:10][S:9][CH:8]=2)[O:12][N:16]=1)=[O:14]. The catalyst class is: 125. (3) Reactant: [F:1][C:2]1[CH:3]=[C:4]([N:9]=[C:10]=[O:11])[CH:5]=[CH:6][C:7]=1[F:8].[C:12]([O:16][C:17]([NH:19][C:20]1[C:21]([NH:25][C:26]([C:28]2[CH:33]=[CH:32][C:31]([CH2:34][NH:35][CH2:36][CH2:37][CH2:38][N:39]3[CH2:44][CH2:43][O:42][CH2:41][CH2:40]3)=[CH:30][N:29]=2)=[O:27])=[CH:22][S:23][CH:24]=1)=[O:18])([CH3:15])([CH3:14])[CH3:13]. Product: [C:12]([O:16][C:17]([NH:19][C:20]1[C:21]([NH:25][C:26]([C:28]2[CH:33]=[CH:32][C:31]([CH2:34][N:35]([CH2:36][CH2:37][CH2:38][N:39]3[CH2:40][CH2:41][O:42][CH2:43][CH2:44]3)[C:10]([NH:9][C:4]3[CH:5]=[CH:6][C:7]([F:8])=[C:2]([F:1])[CH:3]=3)=[O:11])=[CH:30][N:29]=2)=[O:27])=[CH:22][S:23][CH:24]=1)=[O:18])([CH3:15])([CH3:13])[CH3:14]. The catalyst class is: 4. (4) Reactant: [CH3:1][C:2]1[C:7]2[NH:8][C:9](=[O:11])[O:10][C:6]=2[CH:5]=[C:4]([C:12]([N:14]=[N+:15]=[N-:16])=[O:13])[CH:3]=1.[C:17](=O)([O-])[O-].[K+].[K+].CI.O. Product: [CH3:17][N:8]1[C:7]2[C:2]([CH3:1])=[CH:3][C:4]([C:12]([N:14]=[N+:15]=[N-:16])=[O:13])=[CH:5][C:6]=2[O:10][C:9]1=[O:11]. The catalyst class is: 3. (5) Reactant: O1[C:5]2([CH2:10][CH2:9][CH:8]([N:11]3[CH:15]=[C:14]([C:16]4[C:24]5[C:19](=[CH:20][C:21]([F:25])=[CH:22][CH:23]=5)[N:18]([S:26]([C:29]5[CH:34]=[CH:33][CH:32]=[CH:31][CH:30]=5)(=[O:28])=[O:27])[CH:17]=4)[CH:13]=[N:12]3)[CH2:7][CH2:6]2)[O:4]CC1.Cl. Product: [F:25][C:21]1[CH:20]=[C:19]2[C:24]([C:16]([C:14]3[CH:13]=[N:12][N:11]([CH:8]4[CH2:7][CH2:6][C:5](=[O:4])[CH2:10][CH2:9]4)[CH:15]=3)=[CH:17][N:18]2[S:26]([C:29]2[CH:30]=[CH:31][CH:32]=[CH:33][CH:34]=2)(=[O:28])=[O:27])=[CH:23][CH:22]=1. The catalyst class is: 1. (6) Reactant: [Cl:1][C:2]1[C:10]2[C:9]([S:11][CH2:12][C:13]([O:15]C)=[O:14])=[N:8][CH:7]=[N:6][C:5]=2[S:4][C:3]=1[CH:17]([CH3:19])[CH3:18].[OH-].[Na+]. Product: [Cl:1][C:2]1[C:10]2[C:9]([S:11][CH2:12][C:13]([OH:15])=[O:14])=[N:8][CH:7]=[N:6][C:5]=2[S:4][C:3]=1[CH:17]([CH3:19])[CH3:18]. The catalyst class is: 1. (7) Reactant: [NH2:1][C:2]1[CH:7]=[CH:6][C:5]([C:8]2[N:9]([CH:21]3[CH2:23][CH2:22]3)[C:10]3[C:15]([C:16]=2[C:17]#[N:18])=[CH:14][CH:13]=[C:12]([O:19]C)[CH:11]=3)=[CH:4][CH:3]=1.B(Br)(Br)Br.C([O-])(O)=O.[Na+]. Product: [NH2:1][C:2]1[CH:7]=[CH:6][C:5]([C:8]2[N:9]([CH:21]3[CH2:22][CH2:23]3)[C:10]3[C:15]([C:16]=2[C:17]#[N:18])=[CH:14][CH:13]=[C:12]([OH:19])[CH:11]=3)=[CH:4][CH:3]=1. The catalyst class is: 2. (8) Reactant: [F:1][C:2]([F:19])([F:18])[C:3]1[CH:12]=[C:11]([C:13]([F:16])([F:15])[F:14])[N:10]=[C:9]2[C:4]=1[CH:5]=[CH:6][C:7]([NH2:17])=[N:8]2.Br[CH2:21][C:22](=O)[C:23]([O:25][CH2:26][CH3:27])=[O:24]. Product: [F:14][C:13]([F:16])([F:15])[C:11]1[CH:12]=[C:3]([C:2]([F:1])([F:18])[F:19])[C:4]2[CH:5]=[CH:6][C:7]3[N:8]([CH:21]=[C:22]([C:23]([O:25][CH2:26][CH3:27])=[O:24])[N:17]=3)[C:9]=2[N:10]=1. The catalyst class is: 14.